The task is: Predict the reactants needed to synthesize the given product.. This data is from Full USPTO retrosynthesis dataset with 1.9M reactions from patents (1976-2016). The reactants are: [I:1][C:2]1[CH:7]=[CH:6][C:5]([C:8](=O)[CH2:9][CH2:10][CH2:11][CH2:12][N:13]2[CH2:18][CH2:17][CH:16]([C:19]3[CH:20]=[C:21]([NH:25][C:26](=[O:30])[CH:27]([CH3:29])[CH3:28])[CH:22]=[CH:23][CH:24]=3)[CH2:15][CH2:14]2)=[CH:4][CH:3]=1.Cl.[CH3:33][C:34]1[CH:39]=[CH:38][C:37]([NH:40]N)=[CH:36][CH:35]=1. Given the product [I:1][C:2]1[CH:7]=[CH:6][C:5]([C:8]2[NH:40][C:37]3[C:38]([C:9]=2[CH2:10][CH2:11][CH2:12][N:13]2[CH2:18][CH2:17][CH:16]([C:19]4[CH:20]=[C:21]([NH:25][C:26](=[O:30])[CH:27]([CH3:29])[CH3:28])[CH:22]=[CH:23][CH:24]=4)[CH2:15][CH2:14]2)=[CH:39][C:34]([CH3:33])=[CH:35][CH:36]=3)=[CH:4][CH:3]=1, predict the reactants needed to synthesize it.